This data is from Reaction yield outcomes from USPTO patents with 853,638 reactions. The task is: Predict the reaction yield, written as a fraction of the theoretical maximum amount of product (1.0 means a 100% yield; for example, 0.34 means a 34% yield). (1) The reactants are CO[C:3](=[O:28])[C:4]1[CH:9]=[CH:8][C:7]([O:10][CH2:11][C:12]2[C:13]([C:21]3[CH:26]=[CH:25][C:24]([F:27])=[CH:23][CH:22]=3)=[N:14][O:15][C:16]=2[C:17]([F:20])([F:19])[F:18])=[N:6][CH:5]=1.[NH2:29][CH:30]1[CH2:35][CH2:34][O:33][CH2:32][CH2:31]1. No catalyst specified. The product is [F:27][C:24]1[CH:25]=[CH:26][C:21]([C:13]2[C:12]([CH2:11][O:10][C:7]3[CH:8]=[CH:9][C:4]([C:3]([NH:29][CH:30]4[CH2:35][CH2:34][O:33][CH2:32][CH2:31]4)=[O:28])=[CH:5][N:6]=3)=[C:16]([C:17]([F:19])([F:20])[F:18])[O:15][N:14]=2)=[CH:22][CH:23]=1. The yield is 0.800. (2) The reactants are [OH:1][C:2]1[CH:10]=[C:9]([NH:11][S:12]([C:15]2[C:19]([Cl:20])=[C:18]([Cl:21])[S:17][C:16]=2[Cl:22])(=[O:14])=[O:13])[CH:8]=[CH:7][C:3]=1[C:4]([OH:6])=[O:5].O[CH2:24][CH2:25][CH2:26][N:27]1[CH2:32][CH2:31][O:30][CH2:29][CH2:28]1. No catalyst specified. The product is [OH:1][C:2]1[CH:10]=[C:9]([NH:11][S:12]([C:15]2[C:19]([Cl:20])=[C:18]([Cl:21])[S:17][C:16]=2[Cl:22])(=[O:14])=[O:13])[CH:8]=[CH:7][C:3]=1[C:4]([O:6][CH2:24][CH2:25][CH2:26][N:27]1[CH2:32][CH2:31][O:30][CH2:29][CH2:28]1)=[O:5]. The yield is 0.350. (3) The catalyst is CO. The product is [F:27][C:28]1[C:35]([F:36])=[CH:34][CH:33]=[CH:32][C:29]=1[CH:30]=[N:8][N:7]([C:10]([CH3:17])([CH3:16])[C:11]([O:13][CH2:14][CH3:15])=[O:12])[C:1]1[CH:6]=[CH:5][CH:4]=[CH:3][CH:2]=1. The yield is 0.210. The reactants are [C:1]1([NH:7][NH2:8])[CH:6]=[CH:5][CH:4]=[CH:3][CH:2]=1.Br[C:10]([CH3:17])([CH3:16])[C:11]([O:13][CH2:14][CH3:15])=[O:12].C(N(CC)C(C)C)(C)C.[F:27][C:28]1[C:35]([F:36])=[CH:34][CH:33]=[CH:32][C:29]=1[CH:30]=O. (4) The reactants are C([O:8][C:9]1[CH:10]=[CH:11][C:12]2[N:13]([N:18]=[CH:19][C:20]=2[C:21]([O:23][CH3:24])=[O:22])[C:14]=1[CH:15]1[CH2:17][CH2:16]1)C1C=CC=CC=1. The catalyst is C1COCC1.CO.[Pd]. The product is [CH:15]1([C:14]2[N:13]3[N:18]=[CH:19][C:20]([C:21]([O:23][CH3:24])=[O:22])=[C:12]3[CH:11]=[CH:10][C:9]=2[OH:8])[CH2:16][CH2:17]1. The yield is 0.950. (5) The reactants are [CH2:1]([NH:8][C:9]1[CH:15]=[CH:14][C:13]([C:16]2[O:17][C:18]3[CH:24]=[CH:23][CH:22]=[CH:21][C:19]=3[N:20]=2)=[CH:12][C:10]=1[NH2:11])[C:2]1[CH:7]=[CH:6][CH:5]=[CH:4][CH:3]=1.[CH:25](=O)[CH3:26].OOS([O-])=O.[K+].C(=O)([O-])[O-].[K+].[K+]. The yield is 0.410. The catalyst is CN(C)C=O. The product is [O:17]1[C:18]2[CH:24]=[CH:23][CH:22]=[CH:21][C:19]=2[N:20]=[C:16]1[C:13]1[CH:14]=[CH:15][C:9]2[N:8]([CH2:1][C:2]3[CH:3]=[CH:4][CH:5]=[CH:6][CH:7]=3)[C:25]([CH3:26])=[N:11][C:10]=2[CH:12]=1. (6) The reactants are [C:1]1([C:13]2[CH:18]=[CH:17][CH:16]=[CH:15][CH:14]=2)[CH:6]=[CH:5][C:4]([C:7]2[S:8][C:9](Br)=[CH:10][N:11]=2)=[CH:3][CH:2]=1.[C:19]1(B(O)O)[CH:24]=[CH:23][CH:22]=[CH:21][CH:20]=1. No catalyst specified. The product is [C:1]1([C:13]2[CH:18]=[CH:17][CH:16]=[CH:15][CH:14]=2)[CH:6]=[CH:5][C:4]([C:7]2[S:8][C:9]([C:19]3[CH:24]=[CH:23][CH:22]=[CH:21][CH:20]=3)=[CH:10][N:11]=2)=[CH:3][CH:2]=1. The yield is 0.980. (7) The reactants are [CH3:1][C:2]1[CH:3]=[C:4]([NH:17][C:18]2[N:23]=[C:22]([C:24]([F:27])([F:26])[F:25])[CH:21]=[CH:20][N:19]=2)[CH:5]=[C:6](B2OC(C)(C)C(C)(C)O2)[CH:7]=1.Br[C:29]1[S:33][C:32]([N:34]2[CH2:40][CH2:39][CH2:38][NH:37][C:36](=[O:41])[CH2:35]2)=[N:31][CH:30]=1.C([O-])([O-])=O.[Na+].[Na+]. The catalyst is CN(C=O)C. The product is [CH3:1][C:2]1[CH:7]=[C:6]([C:29]2[S:33][C:32]([N:34]3[CH2:40][CH2:39][CH2:38][NH:37][C:36](=[O:41])[CH2:35]3)=[N:31][CH:30]=2)[CH:5]=[C:4]([NH:17][C:18]2[N:23]=[C:22]([C:24]([F:27])([F:25])[F:26])[CH:21]=[CH:20][N:19]=2)[CH:3]=1. The yield is 0.370.